This data is from Reaction yield outcomes from USPTO patents with 853,638 reactions. The task is: Predict the reaction yield, written as a fraction of the theoretical maximum amount of product (1.0 means a 100% yield; for example, 0.34 means a 34% yield). The reactants are [C:1]([C:5]1[CH:10]=[CH:9][C:8]([NH2:11])=[CH:7][CH:6]=1)([CH3:4])([CH3:3])[CH3:2].[N+:12]([O-])([O-:14])=[O:13].[K+].C([O-])(O)=O.[Na+]. The catalyst is OS(O)(=O)=O. The product is [C:1]([C:5]1[CH:6]=[CH:7][C:8]([NH2:11])=[CH:9][C:10]=1[N+:12]([O-:14])=[O:13])([CH3:4])([CH3:2])[CH3:3]. The yield is 0.770.